The task is: Predict the reactants needed to synthesize the given product.. This data is from Full USPTO retrosynthesis dataset with 1.9M reactions from patents (1976-2016). (1) Given the product [Cl:1][C:2]1[N:11]=[C:10]([NH:13][C:14]2[NH:15][N:16]=[C:17]([CH:19]3[CH2:23][CH2:22][CH2:21][CH2:20]3)[CH:18]=2)[C:9]2[C:4](=[CH:5][CH:6]=[CH:7][CH:8]=2)[N:3]=1, predict the reactants needed to synthesize it. The reactants are: [Cl:1][C:2]1[N:11]=[C:10](Cl)[C:9]2[C:4](=[CH:5][CH:6]=[CH:7][CH:8]=2)[N:3]=1.[NH2:13][C:14]1[CH:18]=[C:17]([CH:19]2[CH2:23][CH2:22][CH2:21][CH2:20]2)[NH:16][N:15]=1.C(N(CC)CC)C. (2) Given the product [NH2:21][C:10]1[C:9]([OH:8])=[CH:14][CH:13]=[C:12]([C:15]2[CH:20]=[CH:19][CH:18]=[CH:17][CH:16]=2)[N:11]=1, predict the reactants needed to synthesize it. The reactants are: C([O:8][C:9]1[C:10]([N+:21]([O-])=O)=[N:11][C:12]([C:15]2[CH:20]=[CH:19][CH:18]=[CH:17][CH:16]=2)=[CH:13][CH:14]=1)C1C=CC=CC=1. (3) Given the product [CH2:11]([C:18]1[C:23]2[O:24][CH:25]([CH3:29])[C:26](=[O:28])[NH:27][C:22]=2[CH:21]=[C:20]([CH:30]=[O:31])[CH:19]=1)[CH:10]=[CH2:9], predict the reactants needed to synthesize it. The reactants are: P([O-])([O-])([O-])=O.[K+].[K+].[K+].[CH2:9]([B-](F)(F)F)[CH:10]=[CH2:11].[K+].Cl[C:18]1[C:23]2[O:24][CH:25]([CH3:29])[C:26](=[O:28])[NH:27][C:22]=2[CH:21]=[C:20]([CH:30]=[O:31])[CH:19]=1.C1(P(C2CCCCC2)C2C=CC=CC=2C2C(OC(C)C)=CC=CC=2OC(C)C)CCCCC1. (4) Given the product [CH3:1][O:2][C:3]1[CH:8]=[C:7]([CH:6]=[CH:5][C:4]=1[O:11][CH2:18][CH2:19][CH2:20][CH3:21])[C:9]#[N:10], predict the reactants needed to synthesize it. The reactants are: [CH3:1][O:2][C:3]1[CH:8]=[C:7]([C:9]#[N:10])[CH:6]=[CH:5][C:4]=1[OH:11].C([O-])([O-])=O.[K+].[K+].[CH2:18](Br)[CH2:19][CH2:20][CH3:21]. (5) Given the product [F:13][C:14]1[CH:22]=[C:21]2[C:9](=[CH:16][CH:15]=1)[N:8]([C:1]([N:3]1[C:4]3[C:16](=[CH:15][C:14]([F:13])=[CH:22][CH:21]=3)[CH:6]=[CH:7]1)=[O:2])[CH:12]=[CH:11]2, predict the reactants needed to synthesize it. The reactants are: [C:1]([N:8]1[CH:12]=[CH:11]N=[CH:9]1)([N:3]1[CH:7]=[CH:6]N=[CH:4]1)=[O:2].[F:13][C:14]1[CH:15]=[C:16]2C(=[CH:21][CH:22]=1)NC=C2.